From a dataset of Forward reaction prediction with 1.9M reactions from USPTO patents (1976-2016). Predict the product of the given reaction. (1) Given the reactants [CH3:1][C:2]([C:6]1[CH:11]=[CH:10][C:9]([NH:12][C:13]2[C:22]3[C:17](=[CH:18][CH:19]=[C:20]([C:23]4[CH:24]=[N:25][CH:26]=[CH:27][CH:28]=4)[CH:21]=3)[N:16]=[CH:15][C:14]=2[N+:29]([O-])=O)=[CH:8][CH:7]=1)([CH3:5])[C:3]#[N:4].Cl[Sn]Cl, predict the reaction product. The product is: [NH2:29][C:14]1[CH:15]=[N:16][C:17]2[C:22]([C:13]=1[NH:12][C:9]1[CH:8]=[CH:7][C:6]([C:2]([CH3:5])([CH3:1])[C:3]#[N:4])=[CH:11][CH:10]=1)=[CH:21][C:20]([C:23]1[CH:24]=[N:25][CH:26]=[CH:27][CH:28]=1)=[CH:19][CH:18]=2. (2) Given the reactants [OH:1][CH2:2][CH2:3][NH:4][S:5]([C:8]1[S:12][C:11]([NH:13]C(=O)C)=[N:10][C:9]=1[CH3:17])(=[O:7])=[O:6], predict the reaction product. The product is: [OH:1][CH2:2][CH2:3][NH:4][S:5]([C:8]1[S:12][C:11]([NH2:13])=[N:10][C:9]=1[CH3:17])(=[O:6])=[O:7]. (3) Given the reactants [CH3:1][C:2]1[CH:3]=[C:4]([NH:17][C:18]2[N:23]=[C:22]([C:24]([F:27])([F:26])[F:25])[CH:21]=[CH:20][N:19]=2)[CH:5]=[C:6](B2OC(C)(C)C(C)(C)O2)[CH:7]=1.[CH2:28]([O:30][C:31](=[O:41])[CH:32]=[CH:33][C:34]1[CH:39]=[CH:38][C:37](Br)=[CH:36][N:35]=1)[CH3:29].C(=O)([O-])[O-].[Na+].[Na+], predict the reaction product. The product is: [CH2:28]([O:30][C:31](=[O:41])[CH:32]=[CH:33][C:34]1[CH:39]=[CH:38][C:37]([C:6]2[CH:5]=[C:4]([NH:17][C:18]3[N:23]=[C:22]([C:24]([F:25])([F:26])[F:27])[CH:21]=[CH:20][N:19]=3)[CH:3]=[C:2]([CH3:1])[CH:7]=2)=[CH:36][N:35]=1)[CH3:29]. (4) Given the reactants [O:1]1[CH2:6][CH2:5][O:4][C:3]2[CH:7]=[C:8]([NH:11][C:12]3[N:16]4[C:17](F)=[CH:18][CH:19]=[CH:20][C:15]4=[N:14][C:13]=3[C:22]3[C:27]([CH3:28])=[CH:26][C:25]([OH:29])=[CH:24][C:23]=3[CH3:30])[CH:9]=[CH:10][C:2]1=2.[CH3:31][OH:32], predict the reaction product. The product is: [O:1]1[CH2:6][CH2:5][O:4][C:3]2[CH:7]=[C:8]([NH:11][C:12]3[N:16]4[C:17]([O:32][CH3:31])=[CH:18][CH:19]=[CH:20][C:15]4=[N:14][C:13]=3[C:22]3[C:27]([CH3:28])=[CH:26][C:25]([OH:29])=[CH:24][C:23]=3[CH3:30])[CH:9]=[CH:10][C:2]1=2. (5) Given the reactants [NH:1]1[CH:5]=[N:4][C:3]([C:6]([O:8][CH3:9])=[O:7])=[N:2]1.[H-].[Na+].[CH3:12]I, predict the reaction product. The product is: [CH3:12][N:1]1[CH:5]=[N:4][C:3]([C:6]([O:8][CH3:9])=[O:7])=[N:2]1. (6) Given the reactants C(=O)([O-])[O-].[K+].[K+].[Cl:7][C:8]1[CH:13]=[C:12]([C:14]([F:17])([F:16])[F:15])[CH:11]=[CH:10][C:9]=1[OH:18].Br[CH2:20][C:21]([O:23][CH2:24][CH3:25])=[O:22], predict the reaction product. The product is: [Cl:7][C:8]1[CH:13]=[C:12]([C:14]([F:16])([F:17])[F:15])[CH:11]=[CH:10][C:9]=1[O:18][CH2:20][C:21]([O:23][CH2:24][CH3:25])=[O:22].